The task is: Regression/Classification. Given a drug SMILES string, predict its absorption, distribution, metabolism, or excretion properties. Task type varies by dataset: regression for continuous measurements (e.g., permeability, clearance, half-life) or binary classification for categorical outcomes (e.g., BBB penetration, CYP inhibition). For this dataset (vdss_lombardo), we predict log10(VDss) (log10 of volume of distribution in L/kg).. This data is from Volume of distribution at steady state (VDss) regression data from Lombardo et al.. (1) The molecule is CCC(O)C(C)C1OC1CC(C)(O)/C=C\C=C(/C)C1OC(=O)CC(O)CCC(C)(O)C(OC(=O)N2CC[NH+](C3CCCCCC3)CC2)/C=C/C1C. The log10(VDss) is 1.00. (2) The drug is COc1cc(S(C)=O)ccc1-c1nc2ccncc2[nH]1. The log10(VDss) is 0.220. (3) The compound is C[NH+]1CC2c3ccccc3Oc3ccc(Cl)cc3C2C1. The log10(VDss) is 1.36. (4) The molecule is COc1ccccc1Oc1c([N-]S(=O)(=O)c2ccc(C)cn2)nc(-c2ccnc(-c3nnn[n-]3)c2)nc1OCCO. The log10(VDss) is -0.640. (5) The compound is COc1cc(S(C)=O)ccc1-c1nc2ncccc2[nH]1. The log10(VDss) is -0.210. (6) The molecule is C#Cc1cccc(Nc2ncnc3cc(OCCOC)c(OCCOC)cc23)c1. The log10(VDss) is -0.110. (7) The molecule is CC([NH2+]CCCc1cccc(C(F)(F)F)c1)c1cccc2ccccc12. The log10(VDss) is 1.25.